This data is from Forward reaction prediction with 1.9M reactions from USPTO patents (1976-2016). The task is: Predict the product of the given reaction. (1) Given the reactants [CH3:1][C:2]1([CH3:23])[C:6]([CH3:8])([CH3:7])[O:5][B:4]([C:9]2[CH:10]=[C:11]3[C:16](=[CH:17][CH:18]=2)[C:15]([C:19]([O:21]C)=[O:20])=[CH:14][CH:13]=[CH:12]3)[O:3]1.C1COCC1.[OH-].[Li+], predict the reaction product. The product is: [CH3:7][C:6]1([CH3:8])[C:2]([CH3:1])([CH3:23])[O:3][B:4]([C:9]2[CH:10]=[C:11]3[C:16](=[CH:17][CH:18]=2)[C:15]([C:19]([OH:21])=[O:20])=[CH:14][CH:13]=[CH:12]3)[O:5]1. (2) Given the reactants [CH3:1][C:2]1[CH:3]=[C:4]([C:12]2[CH:17]=[C:16]([C:18]([F:21])([F:20])[F:19])[N:15]3[N:22]=[CH:23][C:24]([C:25](O)=[O:26])=[C:14]3[N:13]=2)[CH:5]=[CH:6][C:7]=1[C:8]([F:11])([F:10])[F:9].[NH2:28][C:29]1[CH:30]=[C:31]([S:35]([NH:38][C:39]([CH3:43])([CH3:42])[CH2:40][OH:41])(=[O:37])=[O:36])[CH:32]=[CH:33][CH:34]=1, predict the reaction product. The product is: [OH:41][CH2:40][C:39]([NH:38][S:35]([C:31]1[CH:30]=[C:29]([NH:28][C:25]([C:24]2[CH:23]=[N:22][N:15]3[C:16]([C:18]([F:19])([F:21])[F:20])=[CH:17][C:12]([C:4]4[CH:5]=[CH:6][C:7]([C:8]([F:9])([F:11])[F:10])=[C:2]([CH3:1])[CH:3]=4)=[N:13][C:14]=23)=[O:26])[CH:34]=[CH:33][CH:32]=1)(=[O:37])=[O:36])([CH3:43])[CH3:42]. (3) Given the reactants [C:1]([C:3]1[CH:11]=[C:10]2[C:6]([CH:7]=[C:8]([C:22]([O:24]C)=[O:23])[N:9]2[CH2:12][C:13]2[C:18]([CH3:19])=[CH:17][C:16]([CH3:20])=[CH:15][C:14]=2[CH3:21])=[CH:5][CH:4]=1)#[N:2].C1COCC1.[OH-].[Na+].Cl, predict the reaction product. The product is: [C:1]([C:3]1[CH:11]=[C:10]2[C:6]([CH:7]=[C:8]([C:22]([OH:24])=[O:23])[N:9]2[CH2:12][C:13]2[C:14]([CH3:21])=[CH:15][C:16]([CH3:20])=[CH:17][C:18]=2[CH3:19])=[CH:5][CH:4]=1)#[N:2].